From a dataset of Reaction yield outcomes from USPTO patents with 853,638 reactions. Predict the reaction yield, written as a fraction of the theoretical maximum amount of product (1.0 means a 100% yield; for example, 0.34 means a 34% yield). (1) The reactants are [C:1]([OH:7])(=[O:6])[CH2:2][CH2:3][C:4]#[CH:5].OS(O)(=O)=O.[CH2:13](O)[CH3:14]. No catalyst specified. The product is [C:1]([O:7][CH2:13][CH3:14])(=[O:6])[CH2:2][CH2:3][C:4]#[CH:5]. The yield is 0.700. (2) The reactants are [Cl:1][C:2]1[CH:3]=[C:4]([NH:9][C:10]([NH:12][C:13]2[CH:18]=[C:17]([C:19]3[C:20](=[O:42])[N:21]([CH2:40][CH3:41])[C:22]4[C:27]([CH:28]=3)=[CH:26][N:25]=[C:24]([N:29](CC3C=CC(OC)=CC=3)[CH3:30])[CH:23]=4)[C:16]([CH3:43])=[CH:15][C:14]=2[F:44])=[O:11])[CH:5]=[C:6]([F:8])[CH:7]=1.C1(OC)C=CC=CC=1. The catalyst is C(O)(C(F)(F)F)=O. The product is [Cl:1][C:2]1[CH:3]=[C:4]([NH:9][C:10]([NH:12][C:13]2[CH:18]=[C:17]([C:19]3[C:20](=[O:42])[N:21]([CH2:40][CH3:41])[C:22]4[C:27]([CH:28]=3)=[CH:26][N:25]=[C:24]([NH:29][CH3:30])[CH:23]=4)[C:16]([CH3:43])=[CH:15][C:14]=2[F:44])=[O:11])[CH:5]=[C:6]([F:8])[CH:7]=1. The yield is 0.730. (3) The reactants are F[P-](F)(F)(F)(F)F.N1(OC(N(C)C)=[N+](C)C)C2N=CC=CC=2N=N1.[C:25]([O:29][C:30]([NH:32][C:33]1([C:48](O)=[O:49])[CH2:38][CH2:37][N:36]([C:39]2[C:40]3[CH:47]=[CH:46][NH:45][C:41]=3[N:42]=[CH:43][N:44]=2)[CH2:35][CH2:34]1)=[O:31])([CH3:28])([CH3:27])[CH3:26].Cl.[CH3:52][O:53][C:54](=[O:65])[CH2:55][CH:56]([NH2:64])[C:57]1[CH:62]=[CH:61][C:60]([Cl:63])=[CH:59][CH:58]=1.C(N(CC)C(C)C)(C)C. The catalyst is CN1CCCC1=O. The product is [C:25]([O:29][C:30]([NH:32][C:33]1([C:48]([NH:64][CH:56]([C:57]2[CH:58]=[CH:59][C:60]([Cl:63])=[CH:61][CH:62]=2)[CH2:55][C:54]([O:53][CH3:52])=[O:65])=[O:49])[CH2:38][CH2:37][N:36]([C:39]2[C:40]3[CH:47]=[CH:46][NH:45][C:41]=3[N:42]=[CH:43][N:44]=2)[CH2:35][CH2:34]1)=[O:31])([CH3:26])([CH3:28])[CH3:27]. The yield is 0.638. (4) The reactants are O(CCSCC1C=CC(C2C=CC=C(C(O)=O)C=2)=CC=1)C1C=CC=CC=1.C([O:29][C:30]([C:32]1[CH:33]=[C:34]([C:38]2[CH:43]=[CH:42][CH:41]=[CH:40][C:39]=2[CH2:44][S:45][CH2:46][CH2:47][O:48][C:49]2[CH:54]=[CH:53][CH:52]=[CH:51][CH:50]=2)[CH:35]=[CH:36][CH:37]=1)=[O:31])C.[OH-].[Li+]. The catalyst is C1COCC1. The product is [O:48]([CH2:47][CH2:46][S:45][CH2:44][C:39]1[CH:40]=[CH:41][CH:42]=[CH:43][C:38]=1[C:34]1[CH:35]=[CH:36][CH:37]=[C:32]([C:30]([OH:31])=[O:29])[CH:33]=1)[C:49]1[CH:50]=[CH:51][CH:52]=[CH:53][CH:54]=1. The yield is 1.00. (5) The reactants are [Cl:1][C:2]1[CH:9]=[CH:8][C:5]([C:6]#[N:7])=[C:4]([F:10])[C:3]=1[O:11][CH3:12].C[Si]([N-:17][Si](C)(C)C)(C)C.[Li+].CC(O)C.Cl. The catalyst is C1COCC1.CCOCC. The product is [ClH:1].[Cl:1][C:2]1[CH:9]=[CH:8][C:5]([C:6]([NH2:17])=[NH:7])=[C:4]([F:10])[C:3]=1[O:11][CH3:12]. The yield is 0.786.